Dataset: Peptide-MHC class II binding affinity with 134,281 pairs from IEDB. Task: Regression. Given a peptide amino acid sequence and an MHC pseudo amino acid sequence, predict their binding affinity value. This is MHC class II binding data. (1) The peptide sequence is EKKYFAATQCEPLAA. The MHC is HLA-DQA10501-DQB10201 with pseudo-sequence HLA-DQA10501-DQB10201. The binding affinity (normalized) is 0.470. (2) The peptide sequence is EKKYFAATQKEPLAA. The MHC is DRB1_0701 with pseudo-sequence DRB1_0701. The binding affinity (normalized) is 0.699.